The task is: Predict the reaction yield, written as a fraction of the theoretical maximum amount of product (1.0 means a 100% yield; for example, 0.34 means a 34% yield).. This data is from Reaction yield outcomes from USPTO patents with 853,638 reactions. (1) The reactants are [S:1]1[CH:5]=[CH:4][N:3]=[CH:2]1.C([Li])CCC.[CH3:11][O:12][C:13]1[CH:14]=[C:15]2[C:20](=[CH:21][C:22]=1[O:23][CH3:24])[N:19]=[CH:18][CH:17]=[C:16]2[O:25][C:26]1[CH:33]=[CH:32][C:31]([O:34][CH3:35])=[CH:30][C:27]=1[CH:28]=[O:29].[Cl-].[NH4+]. The catalyst is O1CCCC1. The product is [CH3:11][O:12][C:13]1[CH:14]=[C:15]2[C:20](=[CH:21][C:22]=1[O:23][CH3:24])[N:19]=[CH:18][CH:17]=[C:16]2[O:25][C:26]1[CH:33]=[CH:32][C:31]([O:34][CH3:35])=[CH:30][C:27]=1[CH:28]([C:2]1[S:1][CH:5]=[CH:4][N:3]=1)[OH:29]. The yield is 0.520. (2) The reactants are [N+:1]([C:4]1[N:5]([CH2:9][CH2:10][CH2:11][CH2:12][CH2:13][NH:14]C(=O)OC(C)(C)C)[CH:6]=[CH:7][N:8]=1)([O-:3])=[O:2].Cl. The catalyst is CO. The product is [N+:1]([C:4]1[N:5]([CH2:9][CH2:10][CH2:11][CH2:12][CH2:13][NH2:14])[CH:6]=[CH:7][N:8]=1)([O-:3])=[O:2]. The yield is 0.990. (3) The reactants are [NH2:1][C:2]1[C:11]2[C:6](=[C:7](I)[CH:8]=[CH:9][CH:10]=2)[N:5]=[N:4][C:3]=1[C:13]([NH:15][CH2:16][CH2:17][CH3:18])=[O:14].C([Sn](CCCC)(CCCC)[C:24]1[CH:29]=[N:28][CH:27]=[CH:26][N:25]=1)CCC. No catalyst specified. The product is [NH2:1][C:2]1[C:11]2[C:6](=[C:7]([C:24]3[CH:29]=[N:28][CH:27]=[CH:26][N:25]=3)[CH:8]=[CH:9][CH:10]=2)[N:5]=[N:4][C:3]=1[C:13]([NH:15][CH2:16][CH2:17][CH3:18])=[O:14]. The yield is 0.450. (4) The reactants are [C:1]([C:5]1[NH:6][C:7]2[CH:8]=[CH:9][C:10]([N+:16]([O-])=O)=[C:11]([C:14]#[N:15])[C:12]=2[CH:13]=1)([CH3:4])([CH3:3])[CH3:2]. The catalyst is CCOC(C)=O.[Ni]. The product is [NH2:16][C:10]1[CH:9]=[CH:8][C:7]2[NH:6][C:5]([C:1]([CH3:2])([CH3:4])[CH3:3])=[CH:13][C:12]=2[C:11]=1[C:14]#[N:15]. The yield is 0.510.